This data is from Forward reaction prediction with 1.9M reactions from USPTO patents (1976-2016). The task is: Predict the product of the given reaction. (1) Given the reactants [Cl:1][CH2:2][C:3](Cl)=[O:4].[C:6]([O:10][C:11](=[O:18])[C@H:12]([C@H:14]([CH2:16][CH3:17])[CH3:15])[NH2:13])([CH3:9])([CH3:8])[CH3:7].C(=O)([O-])[O-].[K+].[K+], predict the reaction product. The product is: [C:6]([O:10][C:11](=[O:18])[C@H:12]([C@H:14]([CH2:16][CH3:17])[CH3:15])[NH:13][C:3](=[O:4])[CH2:2][Cl:1])([CH3:8])([CH3:9])[CH3:7]. (2) Given the reactants [F:1][C:2]1[CH:3]=[C:4]([CH:8]=[CH:9][C:10]=1[O:11][C:12]1[CH:17]=[C:16]([C:18]2[NH:19][C:20]([C:23]3[S:24][CH:25]=[CH:26][N:27]=3)=[CH:21][CH:22]=2)[CH:15]=[C:14]([O:28][C@@H:29]([CH3:33])[CH2:30][O:31][CH3:32])[CH:13]=1)[C:5]([OH:7])=O.[NH:34]1[CH2:39][CH2:38][O:37][CH2:36][CH2:35]1.CN(C(ON1N=NC2C=CC=NC1=2)=[N+](C)C)C.F[P-](F)(F)(F)(F)F.C(N(CC)C(C)C)(C)C, predict the reaction product. The product is: [F:1][C:2]1[CH:3]=[C:4]([CH:8]=[CH:9][C:10]=1[O:11][C:12]1[CH:17]=[C:16]([C:18]2[NH:19][C:20]([C:23]3[S:24][CH:25]=[CH:26][N:27]=3)=[CH:21][CH:22]=2)[CH:15]=[C:14]([O:28][C@@H:29]([CH3:33])[CH2:30][O:31][CH3:32])[CH:13]=1)[C:5]([N:34]1[CH2:39][CH2:38][O:37][CH2:36][CH2:35]1)=[O:7]. (3) Given the reactants [N:1]1([C:7]([N:9]2[CH2:14][CH:13]([C:15]3[CH:20]=[CH:19][C:18]([O:21][C:22]([F:25])([F:24])[F:23])=[CH:17][CH:16]=3)[CH2:12][CH:11]([C:26](O)=[O:27])[CH2:10]2)=[O:8])[CH2:6][CH2:5][S:4][CH2:3][CH2:2]1.O[N:30]=[C:31]([NH2:36])[CH2:32][CH2:33][O:34][CH3:35], predict the reaction product. The product is: [CH3:35][O:34][CH2:33][CH2:32][C:31]1[N:36]=[C:26]([CH:11]2[CH2:12][CH:13]([C:15]3[CH:20]=[CH:19][C:18]([O:21][C:22]([F:25])([F:24])[F:23])=[CH:17][CH:16]=3)[CH2:14][N:9]([C:7]([N:1]3[CH2:2][CH2:3][S:4][CH2:5][CH2:6]3)=[O:8])[CH2:10]2)[O:27][N:30]=1. (4) Given the reactants [F:1][C:2]1[C:7]2[N:8]=[N:9][S:10][C:6]=2[CH:5]=[C:4]([C:11]([O:13][CH3:14])=[O:12])[C:3]=1[NH:15][C:16]1[CH:21]=[CH:20][CH:19]=[CH:18][C:17]=1[Cl:22].C1C(=O)N([Br:30])C(=O)C1, predict the reaction product. The product is: [F:1][C:2]1[C:7]2[N:8]=[N:9][S:10][C:6]=2[CH:5]=[C:4]([C:11]([O:13][CH3:14])=[O:12])[C:3]=1[NH:15][C:16]1[CH:21]=[CH:20][C:19]([Br:30])=[CH:18][C:17]=1[Cl:22]. (5) Given the reactants [CH:1]1([C:5]([C:7]2[CH:12]=[CH:11][C:10]([O:13][CH3:14])=[CH:9][CH:8]=2)=O)[CH2:4][CH2:3][CH2:2]1.O.NN.C([O-])([O-])=O.[K+].[K+], predict the reaction product. The product is: [CH:1]1([CH2:5][C:7]2[CH:8]=[CH:9][C:10]([O:13][CH3:14])=[CH:11][CH:12]=2)[CH2:2][CH2:3][CH2:4]1. (6) Given the reactants [N+:1]([O-:4])([OH:3])=[O:2].C(OC(=O)C)(=O)C.[Br:12][CH2:13][CH2:14][CH2:15][CH2:16][CH2:17][CH2:18]O, predict the reaction product. The product is: [N+:1]([O-:4])([O:3][CH2:18][CH2:17][CH2:16][CH2:15][CH2:14][CH2:13][Br:12])=[O:2]. (7) Given the reactants [CH3:1][C:2]1[CH:3]=[C:4]([CH:8]=[CH:9][C:10]=1[C:11]([N:13]1[CH2:17][CH2:16][CH2:15][CH2:14]1)=[O:12])[C:5]([OH:7])=O.CN(C(ON1N=NC2C=CC=CC1=2)=[N+](C)C)C.[B-](F)(F)(F)F.C(N(C(C)C)CC)(C)C.[CH2:49]([O:52][C:53]([CH2:55][C@H:56]([NH2:67])[C:57]1[NH:61][C:60]2[CH:62]=[CH:63][C:64]([Cl:66])=[CH:65][C:59]=2[N:58]=1)=[O:54])[CH:50]=[CH2:51].ClCl, predict the reaction product. The product is: [CH2:49]([O:52][C:53]([CH2:55][C@H:56]([NH:67][C:5](=[O:7])[C:4]1[CH:8]=[CH:9][C:10]([C:11]([N:13]2[CH2:17][CH2:16][CH2:15][CH2:14]2)=[O:12])=[C:2]([CH3:1])[CH:3]=1)[C:57]1[NH:61][C:60]2[CH:62]=[CH:63][C:64]([Cl:66])=[CH:65][C:59]=2[N:58]=1)=[O:54])[CH:50]=[CH2:51]. (8) Given the reactants Cl.[CH2:2]1[CH2:6][O:5][CH2:4][CH2:3]1, predict the reaction product. The product is: [C:2]([C:3]1[CH:4]=[C:6]([OH:5])[CH:2]=[CH:3][CH:4]=1)#[CH:6]. (9) Given the reactants [CH3:1][C:2]([CH3:26])([CH2:20][CH2:21][CH2:22][CH2:23][CH2:24][CH3:25])[C:3]([O:5][C:6]1[CH:11]=[CH:10][C:9]([O:12]CC2C=CC=CC=2)=[CH:8][CH:7]=1)=[O:4], predict the reaction product. The product is: [CH3:1][C:2]([CH3:26])([CH2:20][CH2:21][CH2:22][CH2:23][CH2:24][CH3:25])[C:3]([O:5][C:6]1[CH:11]=[CH:10][C:9]([OH:12])=[CH:8][CH:7]=1)=[O:4]. (10) Given the reactants F[C:2]1[N:7]=[CH:6][N:5]=[C:4]([NH2:8])[CH:3]=1.[NH2:9][CH2:10][C@@H:11]1[CH2:29][NH:28][C:15]2[C:16]3[C:17]4[CH:18]=[CH:19][C:20](Cl)=[N:21][C:22]=4[CH:23]=[CH:24][C:25]=3[S:26][C:14]=2[C:13](=[O:30])[NH:12]1.[Cl:31]C1C=CC2C3C4NC[C@@H](CO)NC(=O)C=4SC=3C=CC=2N=1, predict the reaction product. The product is: [NH2:9][CH2:10][C@@H:11]1[CH2:29][NH:28][C:15]2[C:16]3[C:17]4[CH:18]=[CH:19][C:20]([NH:8][C:4]5[CH:3]=[C:2]([Cl:31])[N:7]=[CH:6][N:5]=5)=[N:21][C:22]=4[CH:23]=[CH:24][C:25]=3[S:26][C:14]=2[C:13](=[O:30])[NH:12]1.